This data is from Forward reaction prediction with 1.9M reactions from USPTO patents (1976-2016). The task is: Predict the product of the given reaction. (1) Given the reactants [Cl:1][C:2]1[CH:3]=[C:4]2[C:10]([I:11])=[CH:9][NH:8][C:5]2=[N:6][CH:7]=1.[H-].[Na+].[C:14]1([S:20](Cl)(=[O:22])=[O:21])[CH:19]=[CH:18][CH:17]=[CH:16][CH:15]=1, predict the reaction product. The product is: [C:14]1([S:20]([N:8]2[C:5]3=[N:6][CH:7]=[C:2]([Cl:1])[CH:3]=[C:4]3[C:10]([I:11])=[CH:9]2)(=[O:22])=[O:21])[CH:19]=[CH:18][CH:17]=[CH:16][CH:15]=1. (2) Given the reactants [F:1][C:2]1[CH:37]=[CH:36][C:5]([CH2:6][N:7]2[C:16](=[O:17])[C:15]([C:18]3[NH:23][C:22]4[S:24][CH:25]=[C:26]([CH2:27][O:28]COC)[C:21]=4[S:20](=[O:33])(=[O:32])[N:19]=3)=[C:14]([OH:34])[C@H:13]3[C@@H:8]2[C@H:9]2[CH2:35][C@@H:12]3[CH2:11][CH2:10]2)=[CH:4][CH:3]=1.Cl, predict the reaction product. The product is: [F:1][C:2]1[CH:37]=[CH:36][C:5]([CH2:6][N:7]2[C:16](=[O:17])[C:15]([C:18]3[NH:23][C:22]4[S:24][CH:25]=[C:26]([CH2:27][OH:28])[C:21]=4[S:20](=[O:32])(=[O:33])[N:19]=3)=[C:14]([OH:34])[C@H:13]3[C@@H:8]2[C@H:9]2[CH2:35][C@@H:12]3[CH2:11][CH2:10]2)=[CH:4][CH:3]=1. (3) Given the reactants C([N:4]1[CH:9]([CH3:10])[CH2:8][N:7]([C:11]2[CH:16]=[CH:15][C:14]([C:17]3[NH:26][C:25](=[O:27])[C:24]4[C:19](=[CH:20][C:21]([O:30][CH3:31])=[CH:22][C:23]=4[O:28][CH3:29])[N:18]=3)=[CH:13][CH:12]=2)[CH2:6][CH:5]1[CH3:32])(=O)C.[OH-].[Na+], predict the reaction product. The product is: [CH3:10][C@H:9]1[NH:4][C@@H:5]([CH3:32])[CH2:6][N:7]([C:11]2[CH:16]=[CH:15][C:14]([C:17]3[NH:26][C:25](=[O:27])[C:24]4[C:19](=[CH:20][C:21]([O:30][CH3:31])=[CH:22][C:23]=4[O:28][CH3:29])[N:18]=3)=[CH:13][CH:12]=2)[CH2:8]1. (4) The product is: [C:12]([O:11][C:9]([NH:26][S:23]([C:20]1[CH:19]=[CH:18][C:17]([I:16])=[CH:22][CH:21]=1)(=[O:25])=[O:24])=[O:10])([CH3:13])([CH3:14])[CH3:15]. Given the reactants [C:9](O[C:9]([O:11][C:12]([CH3:15])([CH3:14])[CH3:13])=[O:10])([O:11][C:12]([CH3:15])([CH3:14])[CH3:13])=[O:10].[I:16][C:17]1[CH:22]=[CH:21][C:20]([S:23]([NH2:26])(=[O:25])=[O:24])=[CH:19][CH:18]=1.C(N(CC)CC)C, predict the reaction product.